This data is from Forward reaction prediction with 1.9M reactions from USPTO patents (1976-2016). The task is: Predict the product of the given reaction. (1) Given the reactants O[CH2:2][CH:3]1[CH2:8][CH2:7][N:6]([C:9]([O:11][CH2:12][CH3:13])=[O:10])[CH2:5][CH2:4]1.C1(P(C2C=CC=CC=2)C2C=CC=CC=2)C=CC=CC=1.[Br:33]N1C(=O)CCC1=O, predict the reaction product. The product is: [Br:33][CH2:2][CH:3]1[CH2:8][CH2:7][N:6]([C:9]([O:11][CH2:12][CH3:13])=[O:10])[CH2:5][CH2:4]1. (2) Given the reactants [OH:1][C:2]1[CH:3]=[N:4][CH:5]=[CH:6][CH:7]=1.[O:8]1[CH2:12]CC[CH2:9]1.CC(C)([O-])C.[K+].COCCl, predict the reaction product. The product is: [CH3:9][O:8][CH2:12][O:1][C:2]1[CH:3]=[N:4][CH:5]=[CH:6][CH:7]=1. (3) The product is: [F:26][CH2:27][C:28]([CH3:33])([CH3:32])[CH2:29]/[CH:30]=[N:1]/[CH2:2][C:3]([NH:5][C:6]1[CH:16]=[CH:15][C:9]([C:10]([O:12][CH2:13][CH3:14])=[O:11])=[CH:8][C:7]=1[O:17][CH3:18])=[O:4]. Given the reactants [NH2:1][CH2:2][C:3]([NH:5][C:6]1[CH:16]=[CH:15][C:9]([C:10]([O:12][CH2:13][CH3:14])=[O:11])=[CH:8][C:7]=1[O:17][CH3:18])=[O:4].CCN(CC)CC.[F:26][CH2:27][C:28]([CH3:33])([CH3:32])[CH2:29][CH:30]=O, predict the reaction product.